This data is from Full USPTO retrosynthesis dataset with 1.9M reactions from patents (1976-2016). The task is: Predict the reactants needed to synthesize the given product. (1) Given the product [Cl:16][C:17]1[CH:22]=[C:21]([Cl:23])[CH:20]=[CH:19][C:18]=1[C:24]1[C:25]([C:26]([O:28][C:29]([CH3:32])([CH3:31])[CH3:30])=[O:27])=[CH:13][NH:14][CH:15]=1, predict the reactants needed to synthesize it. The reactants are: [H-].[Na+].CC1C=CC(S([CH2:13][N+:14]#[C-:15])(=O)=O)=CC=1.[Cl:16][C:17]1[CH:22]=[C:21]([Cl:23])[CH:20]=[CH:19][C:18]=1/[CH:24]=[CH:25]/[C:26]([O:28][C:29]([CH3:32])([CH3:31])[CH3:30])=[O:27].CCOC(C)=O.CCCCCC. (2) The reactants are: [Cl:1][C:2]1[C:3]([N:10]2[CH2:14][C@H:13]([OH:15])[CH2:12][C@H:11]2[C:16]([O:18][CH3:19])=[O:17])=[N:4][CH:5]=[C:6]([C:8]#[N:9])[CH:7]=1.N1C=CN=C1.[Si:25](Cl)([C:28]([CH3:31])([CH3:30])[CH3:29])([CH3:27])[CH3:26]. Given the product [Si:25]([O:15][C@H:13]1[CH2:14][N:10]([C:3]2[C:2]([Cl:1])=[CH:7][C:6]([C:8]#[N:9])=[CH:5][N:4]=2)[C@H:11]([C:16]([O:18][CH3:19])=[O:17])[CH2:12]1)([C:28]([CH3:31])([CH3:30])[CH3:29])([CH3:27])[CH3:26], predict the reactants needed to synthesize it. (3) Given the product [CH2:16]([O:18][C:19](=[O:47])[C@H:20]([CH2:32][C:33]1[CH:38]=[CH:37][C:36]([C:8]2[C:3]([O:2][CH3:1])=[CH:4][CH:5]=[CH:6][C:7]=2[O:12][CH2:13][O:14][CH3:15])=[CH:35][CH:34]=1)[NH:21][C:22](=[O:31])[C:23]1[C:24]([Cl:30])=[CH:25][CH:26]=[CH:27][C:28]=1[Cl:29])[CH3:17], predict the reactants needed to synthesize it. The reactants are: [CH3:1][O:2][C:3]1[C:8](B(O)O)=[C:7]([O:12][CH2:13][O:14][CH3:15])[CH:6]=[CH:5][CH:4]=1.[CH2:16]([O:18][C:19](=[O:47])[C@H:20]([CH2:32][C:33]1[CH:38]=[CH:37][C:36](OS(C(F)(F)F)(=O)=O)=[CH:35][CH:34]=1)[NH:21][C:22](=[O:31])[C:23]1[C:28]([Cl:29])=[CH:27][CH:26]=[CH:25][C:24]=1[Cl:30])[CH3:17]. (4) The reactants are: [CH3:1][O:2][C:3]1[CH:28]=[C:27]([CH2:29][O:30][C:31]2[C:35](/[CH:36]=[CH:37]/[C:38]3[N:39]=[C:40]([N:44]4[CH2:49][CH2:48][O:47][CH2:46][CH2:45]4)[S:41][C:42]=3[CH3:43])=[CH:34][N:33]([C:50]3[CH:55]=[CH:54][CH:53]=[CH:52][CH:51]=3)[N:32]=2)[CH:26]=[CH:25][C:4]=1[O:5][CH2:6][C:7]1[N:8]=[C:9]([C:13]2[CH:18]=[CH:17][C:16]([CH2:19][C:20]([O:22]CC)=[O:21])=[CH:15][CH:14]=2)[O:10][C:11]=1[CH3:12].O1CCCC1.[OH-].[Na+].Cl. Given the product [CH3:1][O:2][C:3]1[CH:28]=[C:27]([CH2:29][O:30][C:31]2[C:35](/[CH:36]=[CH:37]/[C:38]3[N:39]=[C:40]([N:44]4[CH2:49][CH2:48][O:47][CH2:46][CH2:45]4)[S:41][C:42]=3[CH3:43])=[CH:34][N:33]([C:50]3[CH:51]=[CH:52][CH:53]=[CH:54][CH:55]=3)[N:32]=2)[CH:26]=[CH:25][C:4]=1[O:5][CH2:6][C:7]1[N:8]=[C:9]([C:13]2[CH:18]=[CH:17][C:16]([CH2:19][C:20]([OH:22])=[O:21])=[CH:15][CH:14]=2)[O:10][C:11]=1[CH3:12], predict the reactants needed to synthesize it. (5) Given the product [CH3:1][O:2][C:3]1[CH:4]=[C:5]2[C:10](=[CH:11][C:12]=1[O:13][CH3:14])[N:9]=[CH:8][CH:7]=[C:6]2[CH2:15][N:16]1[CH2:25][CH2:24][C:23]2[C:22]([C:26]([Cl:33])=[O:27])=[CH:21][CH:20]=[CH:19][C:18]=2[C:17]1=[O:29], predict the reactants needed to synthesize it. The reactants are: [CH3:1][O:2][C:3]1[CH:4]=[C:5]2[C:10](=[CH:11][C:12]=1[O:13][CH3:14])[N:9]=[CH:8][CH:7]=[C:6]2[CH2:15][N:16]1[CH2:25][CH2:24][C:23]2[C:22]([C:26](O)=[O:27])=[CH:21][CH:20]=[CH:19][C:18]=2[C:17]1=[O:29].C(Cl)(=O)C([Cl:33])=O. (6) Given the product [CH:22]1[C:21]2[CH:20]([CH2:19][O:18][C:16]([NH:6][CH:7]([CH2:8][CH2:9][CH2:10][CH2:11][NH:12][C:44]([NH:43][CH2:37][C:38]3[O:42][CH:41]=[CH:40][CH:39]=3)=[O:45])[C:13]([OH:15])=[O:14])=[O:17])[C:32]3[C:27](=[CH:28][CH:29]=[CH:30][CH:31]=3)[C:26]=2[CH:25]=[CH:24][CH:23]=1, predict the reactants needed to synthesize it. The reactants are: O1C=CC=C1.[NH:6]([C:16]([O:18][CH2:19][CH:20]1[C:32]2[C:27](=[CH:28][CH:29]=[CH:30][CH:31]=2)[C:26]2[C:21]1=[CH:22][CH:23]=[CH:24][CH:25]=2)=[O:17])[C@H:7]([C:13]([OH:15])=[O:14])[CH2:8][CH2:9][CH2:10][CH2:11][NH2:12].C(N)(N)=O.[CH2:37]([N:43]=[C:44]=[O:45])[C:38]1[O:42][CH:41]=[CH:40][CH:39]=1. (7) Given the product [CH3:10][O:11][C:12]([C:14]1[S:18][C:17]([NH:19][C:1](=[O:8])[C:2]2[CH:7]=[CH:6][CH:5]=[CH:4][CH:3]=2)=[N:16][CH:15]=1)=[O:13], predict the reactants needed to synthesize it. The reactants are: [C:1](Cl)(=[O:8])[C:2]1[CH:7]=[CH:6][CH:5]=[CH:4][CH:3]=1.[CH3:10][O:11][C:12]([C:14]1[S:18][C:17]([NH2:19])=[N:16][CH:15]=1)=[O:13].N1C=CC=CC=1. (8) Given the product [C:17]([O:21][C:22](=[O:51])[NH:23][C@@H:24]([CH2:25][N:26]1[CH2:31][C:30](=[O:32])[N:29]([C:33]2[CH:38]=[CH:37][CH:36]=[CH:35][C:34]=2[Cl:39])[CH2:28][C:27]1([CH3:40])[CH3:41])[C@@H:42]([OH:43])[CH2:46][C@H:45]([C:44](=[O:50])[NH:14][CH2:13][C:12]([F:16])([F:15])[F:11])[CH:47]([CH3:49])[CH3:48])([CH3:18])([CH3:19])[CH3:20], predict the reactants needed to synthesize it. The reactants are: [Cl-].C[Al+]C.CCCCCC.[F:11][C:12]([F:16])([F:15])[CH2:13][NH2:14].[C:17]([O:21][C:22](=[O:51])[NH:23][C@H:24]([C@@H:42]1[CH2:46][C@@H:45]([CH:47]([CH3:49])[CH3:48])[C:44](=[O:50])[O:43]1)[CH2:25][N:26]1[CH2:31][C:30](=[O:32])[N:29]([C:33]2[CH:38]=[CH:37][CH:36]=[CH:35][C:34]=2[Cl:39])[CH2:28][C:27]1([CH3:41])[CH3:40])([CH3:20])([CH3:19])[CH3:18].C(C(C(C([O-])=O)O)O)([O-])=O.[Na+].[K+]. (9) Given the product [CH3:10][O:9][C:8]1[CH:7]=[CH:6][C:5]([O:11][CH2:14][C:13]#[CH:12])=[CH:4][C:3]=1[O:2][CH3:1], predict the reactants needed to synthesize it. The reactants are: [CH3:1][O:2][C:3]1[CH:4]=[C:5]([OH:11])[CH:6]=[CH:7][C:8]=1[O:9][CH3:10].[CH2:12](Cl)[C:13]#[CH:14].C(=O)([O-])[O-].[K+].[K+]. (10) Given the product [CH2:30]([O:31][C:32]1[C:33]([C:14]([CH3:16])([CH3:15])[CH3:10])=[CH:11][CH:12]=[CH:13][C:8]=1[C:8]1[CH:13]=[CH:12][CH:11]=[C:10]([C:14]([C:16]2[CH:21]=[CH:20][CH:19]=[CH:18][CH:17]=2)=[CH2:15])[N:9]=1)[C:29]1[CH:21]=[CH:20][CH:19]=[CH:18][CH:17]=1, predict the reactants needed to synthesize it. The reactants are: C(=O)([O-])[O-].[K+].[K+].Br[C:8]1[CH:13]=[CH:12][CH:11]=[C:10]([C:14]([C:16]2[CH:21]=[CH:20][CH:19]=[CH:18][CH:17]=2)=[CH2:15])[N:9]=1.B(O)O.B([O-])[O-].O1[CH2:33][CH2:32][O:31][CH2:30][CH2:29]1.